Task: Predict the reaction yield, written as a fraction of the theoretical maximum amount of product (1.0 means a 100% yield; for example, 0.34 means a 34% yield).. Dataset: Reaction yield outcomes from USPTO patents with 853,638 reactions (1) The reactants are FC(F)(F)C(O)=O.[CH3:8][O:9][C:10]1[CH:11]=[C:12]2[C:17](=[CH:18][C:19]=1[O:20][CH3:21])[N:16]=[CH:15][N:14]=[C:13]2[N:22]1[CH2:26][CH2:25][CH:24]([NH2:27])[CH2:23]1.C(N(CC)CC)C.[CH:35]([C:38]1[CH:43]=[CH:42][C:41]([N:44]=[C:45]=[O:46])=[CH:40][CH:39]=1)([CH3:37])[CH3:36]. The catalyst is C(Cl)Cl. The product is [CH3:8][O:9][C:10]1[CH:11]=[C:12]2[C:17](=[CH:18][C:19]=1[O:20][CH3:21])[N:16]=[CH:15][N:14]=[C:13]2[N:22]1[CH2:26][CH2:25][CH:24]([NH:27][C:45]([NH:44][C:41]2[CH:42]=[CH:43][C:38]([CH:35]([CH3:37])[CH3:36])=[CH:39][CH:40]=2)=[O:46])[CH2:23]1. The yield is 0.620. (2) The reactants are Cl[C:2]([O:4][CH2:5][CH2:6][CH2:7][CH3:8])=[O:3].[CH:9]1[C:15]([NH2:16])=[N:14][C:12](=[O:13])[N:11]([C@@H:17]2[O:21][C@H:20]([CH2:22][OH:23])[C@@H:19]([OH:24])[C:18]2([F:26])[F:25])[CH:10]=1.Cl. No catalyst specified. The product is [CH2:5]([O:4][C:2]([NH:16][C:15]1[CH:9]=[CH:10][N:11]([C@H:17]2[C:18]([F:26])([F:25])[C@H:19]([OH:24])[C@@H:20]([CH2:22][OH:23])[O:21]2)[C:12](=[O:13])[N:14]=1)=[O:3])[CH2:6][CH2:7][CH3:8]. The yield is 0.910. (3) The reactants are [Si:1]([O:8][CH2:9][C:10]1([CH3:38])[S:16][CH2:15][CH2:14][N:13]2[C:17]([C:20]3([C:23]4[CH:28]=[CH:27][C:26](B5OC(C)(C)C(C)(C)O5)=[CH:25][CH:24]=4)[CH2:22][CH2:21]3)=[N:18][N:19]=[C:12]2[CH2:11]1)([C:4]([CH3:7])([CH3:6])[CH3:5])([CH3:3])[CH3:2].Br[C:40]1[C:45]([CH3:46])=[CH:44][CH:43]=[CH:42][N:41]=1.C(=O)([O-])[O-].[K+].[K+]. The catalyst is C(COC)OC.O.C1C=CC([P]([Pd]([P](C2C=CC=CC=2)(C2C=CC=CC=2)C2C=CC=CC=2)([P](C2C=CC=CC=2)(C2C=CC=CC=2)C2C=CC=CC=2)[P](C2C=CC=CC=2)(C2C=CC=CC=2)C2C=CC=CC=2)(C2C=CC=CC=2)C2C=CC=CC=2)=CC=1. The product is [Si:1]([O:8][CH2:9][C:10]1([CH3:38])[S:16][CH2:15][CH2:14][N:13]2[C:17]([C:20]3([C:23]4[CH:24]=[CH:25][C:26]([C:40]5[C:45]([CH3:46])=[CH:44][CH:43]=[CH:42][N:41]=5)=[CH:27][CH:28]=4)[CH2:22][CH2:21]3)=[N:18][N:19]=[C:12]2[CH2:11]1)([C:4]([CH3:7])([CH3:5])[CH3:6])([CH3:3])[CH3:2]. The yield is 0.830. (4) The reactants are O1CCOCC1.Cl[C:8]1[N:16]=[C:15]2[C:11]([N:12]=[CH:13][N:14]2[CH2:17][CH:18]([CH3:20])[CH3:19])=[C:10]([N:21]2[CH2:26][CH2:25][O:24][CH2:23][C@@H:22]2[CH3:27])[N:9]=1.CC1(C)C(C)(C)OB([C:36]2[CH:37]=[N:38][C:39]([NH2:42])=[N:40][CH:41]=2)O1.C(=O)([O-])[O-].[Na+].[Na+]. The catalyst is O. The product is [CH2:17]([N:14]1[CH:13]=[N:12][C:11]2[C:15]1=[N:16][C:8]([C:36]1[CH:37]=[N:38][C:39]([NH2:42])=[N:40][CH:41]=1)=[N:9][C:10]=2[N:21]1[CH2:26][CH2:25][O:24][CH2:23][C@@H:22]1[CH3:27])[CH:18]([CH3:20])[CH3:19]. The yield is 0.760. (5) The reactants are [Cl:1][C:2]1[C:12]2[O:11][CH2:10][CH:9]3[CH2:13][CH2:14][CH2:15][N:8]3[CH2:7][C:6]=2[CH:5]=[CH:4][CH:3]=1.[Cl:16][S:17](O)(=[O:19])=[O:18]. The catalyst is C(Cl)(Cl)Cl. The product is [Cl:1][C:2]1[C:12]2[O:11][CH2:10][CH:9]3[CH2:13][CH2:14][CH2:15][N:8]3[CH2:7][C:6]=2[CH:5]=[C:4]([S:17]([Cl:16])(=[O:19])=[O:18])[CH:3]=1. The yield is 0.440. (6) The reactants are C([O:3][C:4](=[O:21])[CH:5]=[CH:6][CH:7]=[CH:8][CH2:9][CH:10]([O:19][CH3:20])[C:11]1[CH:16]=[CH:15][C:14]([O:17][CH3:18])=[CH:13][CH:12]=1)C.[Li+].[OH-]. The catalyst is CO. The product is [CH3:20][O:19][CH:10]([C:11]1[CH:16]=[CH:15][C:14]([O:17][CH3:18])=[CH:13][CH:12]=1)[CH2:9][CH:8]=[CH:7][CH:6]=[CH:5][C:4]([OH:21])=[O:3]. The yield is 0.920.